From a dataset of Forward reaction prediction with 1.9M reactions from USPTO patents (1976-2016). Predict the product of the given reaction. (1) The product is: [CH2:34]([O:36][C:37](=[O:38])[N:29]=[C:27]([NH2:28])[C:24]1[CH:25]=[CH:26][C:21]([CH2:20][NH:19][C:17](=[O:18])[CH:16]([C:12]2[C:13]([F:15])=[CH:14][C:9]([C:6]3[CH:7]=[N:8][C:3]([NH2:2])=[CH:4][CH:5]=3)=[CH:10][C:11]=2[F:33])[O:30][CH2:31][CH3:32])=[CH:22][CH:23]=1)[CH3:35]. Given the reactants Cl.[NH2:2][C:3]1[N:8]=[CH:7][C:6]([C:9]2[CH:14]=[C:13]([F:15])[C:12]([CH:16]([O:30][CH2:31][CH3:32])[C:17]([NH:19][CH2:20][C:21]3[CH:26]=[CH:25][C:24]([C:27](=[NH:29])[NH2:28])=[CH:23][CH:22]=3)=[O:18])=[C:11]([F:33])[CH:10]=2)=[CH:5][CH:4]=1.[CH2:34]([O:36][C:37](Cl)=[O:38])[CH3:35].C(N(CC)CC)C, predict the reaction product. (2) Given the reactants [CH3:1][O:2][CH:3]([O:16][CH3:17])[CH:4]([CH:11]([O:14][CH3:15])[O:12][CH3:13])[CH2:5][CH2:6]S([O-])(=O)=O.C(OCC)(=O)C.O.CC#[N:27], predict the reaction product. The product is: [CH3:1][O:2][CH:3]([O:16][CH3:17])[CH:4]([CH:11]([O:14][CH3:15])[O:12][CH3:13])[CH2:5][C:6]#[N:27]. (3) Given the reactants C([O:4][C:5](=[O:29])/[C:6](/[C:27]#[N:28])=[C:7]1\[S:8]/[C:9](=[CH:15]\[C:16]2[CH:21]=[CH:20][C:19]([N:22]3[CH2:26][CH2:25][CH2:24][CH2:23]3)=[CH:18][CH:17]=2)/[C:10](=[O:14])[N:11]\1[CH2:12][CH3:13])C=C.N1C(=O)CC(=O)NC1=O.C(OCC)(=O)C, predict the reaction product. The product is: [C:27](/[C:6](=[C:7]1/[S:8]/[C:9](=[CH:15]\[C:16]2[CH:17]=[CH:18][C:19]([N:22]3[CH2:23][CH2:24][CH2:25][CH2:26]3)=[CH:20][CH:21]=2)/[C:10](=[O:14])[N:11]/1[CH2:12][CH3:13])/[C:5]([OH:29])=[O:4])#[N:28]. (4) The product is: [OH:8][N:9]1[C:18]2[C:13](=[C:14]([C:19]3[CH:24]=[CH:23][CH:22]=[CH:21][CH:20]=3)[CH:15]=[CH:16][N:17]=2)[C:12]([OH:25])=[C:11]([C:26]([O:28][CH2:29][CH3:30])=[O:27])[C:10]1=[O:31]. Given the reactants C([O:8][N:9]1[C:18]2[C:13](=[C:14]([C:19]3[CH:24]=[CH:23][CH:22]=[CH:21][CH:20]=3)[CH:15]=[CH:16][N:17]=2)[C:12]([OH:25])=[C:11]([C:26]([O:28][CH2:29][CH3:30])=[O:27])[C:10]1=[O:31])C1C=CC=CC=1, predict the reaction product. (5) Given the reactants C([C:7]1[C:28](=[O:29])[CH2:27][CH2:26][C@H:25]2[C:8]=1[CH2:9][CH2:10][C@@H:11]1[C@@H:24]2[CH2:23][CH2:22][C@@:16]2([CH2:17]O[SiH](C)C)[C@H:12]1[CH2:13][CH2:14][C@@H:15]2O)(C(C)C)(C)C.O1C=CCCC1.S(C1C=CC(C)=CC=1)([O-])(=O)=O.[NH+]1C=CC=CC=1.C([O-])([O-])=O.[Na+].[Na+], predict the reaction product. The product is: [CH3:17][C@:16]12[CH2:22][CH2:23][C@H:24]3[C@@H:11]([CH2:10][CH2:9][C:8]4[C@@H:25]3[CH2:26][CH2:27][C:28](=[O:29])[CH:7]=4)[C@@H:12]1[CH2:13][CH2:14][CH2:15]2. (6) The product is: [F:1][C:2]1[CH:3]=[C:4]([CH:38]=[CH:39][C:40]=1[F:41])[CH2:5][O:6][C:7]1([C:30]([N:32]([CH3:42])[CH2:33][C:34]([F:37])([F:35])[F:36])=[O:31])[CH2:12][CH2:11][CH2:10][N:9]2[C:13]([C:16]3[CH:21]=[CH:20][C:19]([C:22]4[O:26][C:25]([CH3:27])=[N:24][CH:23]=4)=[C:18]([O:28][CH3:29])[CH:17]=3)=[N:14][N:15]=[C:8]12. Given the reactants [F:1][C:2]1[CH:3]=[C:4]([CH:38]=[CH:39][C:40]=1[F:41])[CH2:5][O:6][C:7]1([C:30]([NH:32][CH2:33][C:34]([F:37])([F:36])[F:35])=[O:31])[CH2:12][CH2:11][CH2:10][N:9]2[C:13]([C:16]3[CH:21]=[CH:20][C:19]([C:22]4[O:26][C:25]([CH3:27])=[N:24][CH:23]=4)=[C:18]([O:28][CH3:29])[CH:17]=3)=[N:14][N:15]=[C:8]12.[C:42](=O)([O-])[O-].[Cs+].[Cs+].CI.O, predict the reaction product.